From a dataset of Reaction yield outcomes from USPTO patents with 853,638 reactions. Predict the reaction yield, written as a fraction of the theoretical maximum amount of product (1.0 means a 100% yield; for example, 0.34 means a 34% yield). (1) The reactants are [OH:1][CH2:2][C:3]1[C:12]2[C:7](=[CH:8][CH:9]=[C:10]([O:13][CH3:14])[CH:11]=2)[N:6]=[CH:5][C:4]=1[OH:15].CCCCCC. The yield is 0.340. The catalyst is CC(C)=O.[O-2].[O-2].[Mn+4]. The product is [OH:15][C:4]1[CH:5]=[N:6][C:7]2[C:12]([C:3]=1[CH:2]=[O:1])=[CH:11][C:10]([O:13][CH3:14])=[CH:9][CH:8]=2. (2) The reactants are Cl.Cl.[CH3:3][NH:4][NH:5][CH3:6].O=[C:8]([CH3:15])[CH2:9][C:10](OCC)=[O:11]. The catalyst is C(O)(=O)C. The product is [CH3:3][N:4]1[C:8]([CH3:15])=[CH:9][C:10](=[O:11])[N:5]1[CH3:6]. The yield is 0.110. (3) The reactants are I[C:2]1[CH:6]=[CH:5][S:4][C:3]=1[C:7]1[S:8][CH:9]=[CH:10][C:11]=1I.[CH3:13][CH2:14][CH2:15][CH2:16][CH2:17][CH2:18][CH2:19][CH2:20][C:21]#[C:22][CH2:23][CH2:24][CH2:25][CH2:26][CH2:27][CH2:28][CH2:29][CH3:30].C(N(CCCC)CCCC)CCC. The catalyst is CC([O-])=O.CC([O-])=O.[Pd+2].CN(C=O)C. The product is [CH2:23]([C:22]1[C:11]2[CH:10]=[CH:9][S:8][C:7]=2[C:3]2[S:4][CH:5]=[CH:6][C:2]=2[C:21]=1[CH2:20][CH2:19][CH2:18][CH2:17][CH2:16][CH2:15][CH2:14][CH3:13])[CH2:24][CH2:25][CH2:26][CH2:27][CH2:28][CH2:29][CH3:30]. The yield is 0.850. (4) The reactants are [NH2:1][C:2]1[CH:3]=[N:4][C:5](Br)=[CH:6][N:7]=1.C1[CH2:11][CH:10]1[C:12]([NH2:14])=O.[C:15]([C:19]1[CH:20]=[C:21](B(O)O)[CH:22]=[CH:23][CH:24]=1)([O:17][CH3:18])=[O:16].C(N(CC)CC)C.CN([CH:38]=[O:39])C. The catalyst is C(OCC)(=O)C. The product is [NH2:1][C:2]1[N:7]=[CH:6][C:5]([C:23]2[CH:24]=[C:19]([CH:20]=[CH:21][CH:22]=2)[C:15]([O:17][CH3:18])=[O:16])=[N:4][C:3]=1[C:38]([NH:14][CH:12]1[CH2:10][CH2:11]1)=[O:39]. The yield is 0.740. (5) The reactants are [Br:1][C:2]1[CH:3]=[C:4]([NH2:10])[C:5]([O:8][CH3:9])=[N:6][CH:7]=1.[F:11][C:12]([F:19])([F:18])[CH2:13][S:14](Cl)(=[O:16])=[O:15]. The catalyst is N1C=CC=CC=1. The product is [Br:1][C:2]1[CH:3]=[C:4]([NH:10][S:14]([CH2:13][C:12]([F:19])([F:18])[F:11])(=[O:16])=[O:15])[C:5]([O:8][CH3:9])=[N:6][CH:7]=1. The yield is 1.00. (6) The reactants are [F:1][C:2]1[CH:3]=[CH:4][C:5]([CH3:9])=[C:6]([OH:8])[CH:7]=1.C(P(CCCC)CCCC)CCC.O[CH2:24][C:25]1[C:34]([C:35]2[CH:40]=[CH:39][C:38]([O:41][CH2:42][C:43]3[CH:48]=[CH:47][C:46]([O:49][CH3:50])=[CH:45][CH:44]=3)=[CH:37][C:36]=2[O:51][CH3:52])=[CH:33][CH:32]=[C:31]2[C:26]=1[C:27]([CH3:55])=[CH:28][C:29]([CH3:54])([CH3:53])[NH:30]2.N(C(OC(C)C)=O)=NC(OC(C)C)=O. The catalyst is O1CCCC1. The product is [F:1][C:2]1[CH:3]=[CH:4][C:5]([CH3:9])=[C:6]([CH:7]=1)[O:8][CH2:24][C:25]1[C:34]([C:35]2[CH:40]=[CH:39][C:38]([O:41][CH2:42][C:43]3[CH:44]=[CH:45][C:46]([O:49][CH3:50])=[CH:47][CH:48]=3)=[CH:37][C:36]=2[O:51][CH3:52])=[CH:33][CH:32]=[C:31]2[C:26]=1[C:27]([CH3:55])=[CH:28][C:29]([CH3:54])([CH3:53])[NH:30]2. The yield is 0.531. (7) The reactants are [CH3:1][NH2:2].O.Cl[C:5]1[C:10]([C:11]([O:13][CH3:14])=[O:12])=[CH:9][N:8]=[C:7]([Cl:15])[CH:6]=1. The catalyst is CC#N. The product is [Cl:15][C:7]1[CH:6]=[C:5]([NH:2][CH3:1])[C:10]([C:11]([O:13][CH3:14])=[O:12])=[CH:9][N:8]=1. The yield is 0.714.